From a dataset of Reaction yield outcomes from USPTO patents with 853,638 reactions. Predict the reaction yield, written as a fraction of the theoretical maximum amount of product (1.0 means a 100% yield; for example, 0.34 means a 34% yield). The catalyst is ClCCl. The yield is 0.540. The reactants are C[O:2][CH2:3][C@H:4]([CH3:33])[O:5][C:6]1[CH:7]=[C:8]([C:23]2[NH:27][C:26]([C:28]3[S:29][CH2:30][CH2:31][N:32]=3)=[CH:25][CH:24]=2)[CH:9]=[C:10]([O:12][C:13]2[CH:18]=[CH:17][C:16]([S:19]([CH3:22])(=[O:21])=[O:20])=[CH:15][CH:14]=2)[CH:11]=1.ClCCl.B(Br)(Br)Br.C(=O)([O-])O.[Na+]. The product is [S:29]1[CH2:30][CH2:31][N:32]=[C:28]1[C:26]1[NH:27][C:23]([C:8]2[CH:7]=[C:6]([CH:11]=[C:10]([O:12][C:13]3[CH:18]=[CH:17][C:16]([S:19]([CH3:22])(=[O:21])=[O:20])=[CH:15][CH:14]=3)[CH:9]=2)[O:5][C@@H:4]([CH3:33])[CH2:3][OH:2])=[CH:24][CH:25]=1.